This data is from Forward reaction prediction with 1.9M reactions from USPTO patents (1976-2016). The task is: Predict the product of the given reaction. (1) Given the reactants [CH2:1]([O:3][C:4]([N:6]=[C:7]=[S:8])=[O:5])[CH3:2].[Cl:9][C:10]1[CH:15]=[C:14]([Cl:16])[N:13]=[C:12]([NH2:17])[CH:11]=1, predict the reaction product. The product is: [Cl:9][C:10]1[CH:15]=[C:14]([Cl:16])[N:13]=[C:12]([NH:17][C:7]([NH:6][C:4](=[O:5])[O:3][CH2:1][CH3:2])=[S:8])[CH:11]=1. (2) Given the reactants [Cl:1][C:2]1[CH:10]=[CH:9][C:5]([CH2:6][C:7]#[N:8])=[CH:4][CH:3]=1.Br[CH2:12][CH2:13][CH2:14]Br.[H-].[Na+].CC(O)C, predict the reaction product. The product is: [Cl:1][C:2]1[CH:10]=[CH:9][C:5]([C:6]2([C:7]#[N:8])[CH2:14][CH2:13][CH2:12]2)=[CH:4][CH:3]=1. (3) Given the reactants [F:1][C:2]1[CH:3]=[C:4]([C@H:9]2[CH2:13][O:12][C:11](=[O:14])[N:10]2[C:15]2[CH:20]=[CH:19][N:18]3[N:21]=[CH:22][C:23]([C:24]4[CH:29]=[CH:28][C:27]([C:30]5[N:34]=[CH:33][N:32](COCC[Si](C)(C)C)[N:31]=5)=[C:26]([F:43])[CH:25]=4)=[C:17]3[N:16]=2)[CH:5]=[CH:6][C:7]=1[F:8].FC1C=C([C@H]2COC(=O)N2C2C=CN3N=CC(C4C=CC(C5N(COCC[Si](C)(C)C)N=CN=5)=C(F)C=4)=C3N=2)C=CC=1F, predict the reaction product. The product is: [F:1][C:2]1[CH:3]=[C:4]([C@H:9]2[CH2:13][O:12][C:11](=[O:14])[N:10]2[C:15]2[CH:20]=[CH:19][N:18]3[N:21]=[CH:22][C:23]([C:24]4[CH:29]=[CH:28][C:27]([C:30]5[N:34]=[CH:33][NH:32][N:31]=5)=[C:26]([F:43])[CH:25]=4)=[C:17]3[N:16]=2)[CH:5]=[CH:6][C:7]=1[F:8]. (4) Given the reactants [Cl:1][C:2]1[CH:3]=[C:4]([CH:7]=[CH:8][C:9]=1[CH3:10])[CH:5]=O.Cl.[NH2:12][OH:13], predict the reaction product. The product is: [Cl:1][C:2]1[CH:3]=[C:4]([CH:7]=[CH:8][C:9]=1[CH3:10])[CH:5]=[N:12][OH:13]. (5) Given the reactants [CH3:1][O:2][CH2:3][CH2:4][CH2:5][CH2:6][OH:7].C(N(CC)CC)C.N1C=CC=CC=1.[C:21]1([CH3:31])[CH:26]=[CH:25][C:24]([S:27](Cl)(=[O:29])=[O:28])=[CH:23][CH:22]=1, predict the reaction product. The product is: [CH3:1][O:2][CH2:3][CH2:4][CH2:5][CH2:6][O:7][S:27]([C:24]1[CH:25]=[CH:26][C:21]([CH3:31])=[CH:22][CH:23]=1)(=[O:29])=[O:28]. (6) Given the reactants [CH2:1]([O:3][C:4]1[N:9]=[CH:8][C:7]([CH2:10]O)=[CH:6][CH:5]=1)[CH3:2].C(N(CC)CC)C.CS([Cl:23])(=O)=O, predict the reaction product. The product is: [Cl:23][CH2:10][C:7]1[CH:6]=[CH:5][C:4]([O:3][CH2:1][CH3:2])=[N:9][CH:8]=1. (7) Given the reactants [Cl:1][C:2]1[CH:3]=[C:4]([C:9](=O)[CH3:10])[CH:5]=[CH:6][C:7]=1[Cl:8].[C:12]([CH2:14][C:15]([O:17][CH2:18][CH3:19])=[O:16])#[N:13].C([O-])(=O)C.[NH4+], predict the reaction product. The product is: [CH2:18]([O:17][C:15](=[O:16])[C:14]([C:12]#[N:13])=[C:9]([C:4]1[CH:5]=[CH:6][C:7]([Cl:8])=[C:2]([Cl:1])[CH:3]=1)[CH3:10])[CH3:19]. (8) Given the reactants [F:1][C:2]1[C:7]2[N:8]([CH2:11][C:12]([OH:14])=O)[CH:9]=[N:10][C:6]=2[CH:5]=[CH:4][CH:3]=1.Cl.[NH2:16][CH:17]([C:19]1[CH:24]=[CH:23][C:22]([C:25]([CH3:29])([CH3:28])[C:26]#[N:27])=[CH:21][CH:20]=1)[CH3:18].CN(C(ON1N=NC2C=CC=NC1=2)=[N+](C)C)C.F[P-](F)(F)(F)(F)F, predict the reaction product. The product is: [C:26]([C:25]([C:22]1[CH:21]=[CH:20][C:19]([CH:17]([NH:16][C:12](=[O:14])[CH2:11][N:8]2[C:7]3[C:2]([F:1])=[CH:3][CH:4]=[CH:5][C:6]=3[N:10]=[CH:9]2)[CH3:18])=[CH:24][CH:23]=1)([CH3:29])[CH3:28])#[N:27].